This data is from Forward reaction prediction with 1.9M reactions from USPTO patents (1976-2016). The task is: Predict the product of the given reaction. (1) Given the reactants [CH3:1][CH:2]([CH3:38])[CH:3]([NH:8][C:9]([C:11]1[O:15][N:14]=[C:13]([C:16]2[CH:21]=[CH:20][C:19]([NH:22][C:23](=[O:37])[C:24](=[O:36])[NH:25][C:26]3[CH:31]=[CH:30][CH:29]=[C:28]([C:32]([F:35])([F:34])[F:33])[CH:27]=3)=[CH:18][CH:17]=2)[CH:12]=1)=[O:10])[C:4]([O:6]C)=[O:5].O.[OH-].[Li+].Cl, predict the reaction product. The product is: [CH3:1][CH:2]([CH3:38])[CH:3]([NH:8][C:9]([C:11]1[O:15][N:14]=[C:13]([C:16]2[CH:21]=[CH:20][C:19]([NH:22][C:23](=[O:37])[C:24](=[O:36])[NH:25][C:26]3[CH:31]=[CH:30][CH:29]=[C:28]([C:32]([F:34])([F:35])[F:33])[CH:27]=3)=[CH:18][CH:17]=2)[CH:12]=1)=[O:10])[C:4]([OH:6])=[O:5]. (2) The product is: [C:1]([O:5][C:6](=[O:17])[NH:7][CH2:8][C:9]1[C:14]([Br:15])=[CH:13][N:12]2[C:28]([N:29]([CH2:31][CH2:32][O:33][CH3:34])[CH3:30])=[CH:27][N:16]=[C:11]2[CH:10]=1)([CH3:4])([CH3:2])[CH3:3]. Given the reactants [C:1]([O:5][C:6](=[O:17])[NH:7][CH2:8][C:9]1[C:14]([Br:15])=[CH:13][N:12]=[C:11]([NH2:16])[CH:10]=1)([CH3:4])([CH3:3])[CH3:2].N1([CH:27](N(CCOC)C)[CH:28](N2C3C=CC=CC=3N=N2)[N:29]([CH2:31][CH2:32][O:33][CH3:34])[CH3:30])C2C=CC=CC=2N=N1, predict the reaction product.